Dataset: Peptide-MHC class I binding affinity with 185,985 pairs from IEDB/IMGT. Task: Regression. Given a peptide amino acid sequence and an MHC pseudo amino acid sequence, predict their binding affinity value. This is MHC class I binding data. (1) The peptide sequence is VEYYPLLFIT. The MHC is HLA-B44:02 with pseudo-sequence HLA-B44:02. The binding affinity (normalized) is 0. (2) The peptide sequence is GVMSEQGSFY. The MHC is HLA-A26:01 with pseudo-sequence HLA-A26:01. The binding affinity (normalized) is 0.519. (3) The peptide sequence is KRLQILGYL. The MHC is HLA-B46:01 with pseudo-sequence HLA-B46:01. The binding affinity (normalized) is 0.0847.